Dataset: Experimentally validated miRNA-target interactions with 360,000+ pairs, plus equal number of negative samples. Task: Binary Classification. Given a miRNA mature sequence and a target amino acid sequence, predict their likelihood of interaction. (1) Result: 1 (interaction). The protein sequence of the target gene is MALLVDRVRGHWRIAAGLLFNLLVSICIVFLNKWIYVYHGFPNMSLTLVHFVVTWLGLYICQKLDIFAPKSLPPSRLLLLALSFCGFVVFTNLSLQNNTIGTYQLAKAMTTPVIIAIQTFCYQKTFSTRIQLTLIPITLGVILNSYYDVKFNFLGMVFAALGVLVTSLYQVWVGAKQHELQVNSMQLLYYQAPMSSAMLLVAVPFFEPVFGEGGIFGPWSVSALLMVLLSGVIAFMVNLSIYWIIGNTSPVTYNMFGHFKFCITLFGGYVLFKDPLSINQALGILCTLFGILAYTHFKLS.... The miRNA is hsa-miR-3666 with sequence CAGUGCAAGUGUAGAUGCCGA. (2) The miRNA is hsa-miR-4703-3p with sequence UGUAGUUGUAUUGUAUUGCCAC. The protein sequence of the target gene is MFRKKKKKRPEISAPQNFQHRVHTSFDPKEGKFVGLPPQWQNILDTLRRPKPVVDPSRITRVQLQPMKTVVRGSSVPTEGYISGLLNDIQKLSVISSNTLRGRSPTSRRRAQSLGLLGDDQWAADPDMYLQSPQSEHTDPHGLYLSCNGGTPAGHRQVPWPEPQSPQALPNGMAAKAQSLGPAEFQGASQRCLQQLGACLQSSPPGTSPPMATGRRGVKVAKHSSEEARPQSCLVGSAIGRPGGEGSPSPKNQESSLKHRLFRSMFLSTPATGAASSSKPVPLPQNKPNSAFRPPQKDSS.... Result: 0 (no interaction). (3) The miRNA is hsa-miR-3689d with sequence GGGAGGUGUGAUCUCACACUCG. The protein sequence of the target gene is MRMTSSSFVSYCTPGLCQFMAMLPTAGHLLPLLLVIGTGGTVPSPQVPPRGCYVAKEAGERTFRCSQAGLSAVPSGIPNDTRKLYLDANQLASVPAGAFQHLPVLEELDLSHNALAHLSGAAFQGLEGTLRHLDLSANQLASVPVEAFVGLQIQVNLSANPWHCDCALQEVLRQVRLVPGTGTGIVCGSGARPDLVGQEFLLLAGEEELCGSGWGGARRSTDVALLVTMGGWLTLMVAYLVHYVWQNRDETRRSLKRAPVLPVRSEDSSILSTVV. Result: 1 (interaction). (4) The miRNA is mmu-miR-6970-3p with sequence UCACGCCACCCACCCUGUGCU. The protein sequence of the target gene is MADKEAGGSDGPRETAPTSAYSSPARSLGDTGITPLSPSHIVNDTDSNVSEQQSFLVVVAVDFGTTSSGYAYSFTKEPECIHVMRRWEGGDPGVSNQKTPTTILLTPERKFHSFGYAARDFYHDLDPNEAKQWLYLEKFKMKLHTTGDLTMDTDLTAANGKKVKALEIFAYALQYFKEQALKELSDQAGSEFENSDVRWVITVPAIWKQPAKQFMRQAAYQAGLASPENSEQLIIALEPEAASIYCRKLRLHQMIELSSKAAVNGYSGSDTVGAGFTQAKEHIRRNRQSRTFLVENVIGE.... Result: 0 (no interaction). (5) The miRNA is hsa-miR-4435 with sequence AUGGCCAGAGCUCACACAGAGG. The protein sequence of the target gene is MNVDHEVNLLVEEIHRLGSKNADGKLSVKFGVLFRDDKCANLFEALVGTLKAAKRRKIVTYPGELLLQGVHDDVDIILLQD. Result: 1 (interaction).